Dataset: Full USPTO retrosynthesis dataset with 1.9M reactions from patents (1976-2016). Task: Predict the reactants needed to synthesize the given product. Given the product [NH2:7][CH2:8][C:9]1[O:10][C:11]([C:14]2[CH:15]=[C:16]3[C:21](=[CH:22][CH:23]=2)[N:20]=[CH:19][N:18]=[C:17]3[NH:24][C:25]2[CH:30]=[CH:29][C:28]([O:31][CH2:32][C:33]3[CH:38]=[CH:37][CH:36]=[C:35]([F:39])[CH:34]=3)=[C:27]([Cl:40])[CH:26]=2)=[CH:12][CH:13]=1, predict the reactants needed to synthesize it. The reactants are: C(OC(=O)[NH:7][CH2:8][C:9]1[O:10][C:11]([C:14]2[CH:15]=[C:16]3[C:21](=[CH:22][CH:23]=2)[N:20]=[CH:19][N:18]=[C:17]3[NH:24][C:25]2[CH:30]=[CH:29][C:28]([O:31][CH2:32][C:33]3[CH:38]=[CH:37][CH:36]=[C:35]([F:39])[CH:34]=3)=[C:27]([Cl:40])[CH:26]=2)=[CH:12][CH:13]=1)(C)(C)C.C(O)(C(F)(F)F)=O.